This data is from NCI-60 drug combinations with 297,098 pairs across 59 cell lines. The task is: Regression. Given two drug SMILES strings and cell line genomic features, predict the synergy score measuring deviation from expected non-interaction effect. Cell line: U251. Drug 1: CCCS(=O)(=O)NC1=C(C(=C(C=C1)F)C(=O)C2=CNC3=C2C=C(C=N3)C4=CC=C(C=C4)Cl)F. Drug 2: C1CCC(CC1)NC(=O)N(CCCl)N=O. Synergy scores: CSS=26.3, Synergy_ZIP=-8.06, Synergy_Bliss=2.01, Synergy_Loewe=1.75, Synergy_HSA=2.64.